From a dataset of Experimentally validated miRNA-target interactions with 360,000+ pairs, plus equal number of negative samples. Binary Classification. Given a miRNA mature sequence and a target amino acid sequence, predict their likelihood of interaction. The protein sequence of the target gene is MADEQEIMCKLESIKEIRNKTLQMEKIKARLKAEFEALESEERHLKEYKQEMDLLLQEKMAHVEELRLIHADINVMENTIKQSENDLNKLLESTRRLHDEYKPLKEHVDALRMTLGLQRLPDLCEEEEKLSLDYFEKQKAEWQTEPQEPPIPESLAAAAAAAQQLQVARKQDTRQTATFRQQPPPMKACLSCHQQIHRNAPICPLCKAKSRSRNPKKPKRKQDE. The miRNA is hsa-miR-182-3p with sequence UGGUUCUAGACUUGCCAACUA. Result: 1 (interaction).